Dataset: Forward reaction prediction with 1.9M reactions from USPTO patents (1976-2016). Task: Predict the product of the given reaction. Given the reactants CC(C)([O-])C.[K+].[F:7][C:8]([F:28])([F:27])[C:9]1[CH:10]=[C:11]([CH:20]=[C:21]([C:23]([F:26])([F:25])[F:24])[CH:22]=1)[CH2:12][NH:13][C:14]1[CH:18]=[C:17]([CH3:19])[O:16][N:15]=1.Br[CH2:30][C:31]1[CH:36]=[C:35]([C:37]([F:40])([F:39])[F:38])[CH:34]=[CH:33][C:32]=1[C:41]1[CH:46]=[C:45]([CH:47]([CH3:49])[CH3:48])[C:44]([F:50])=[CH:43][C:42]=1[O:51][CH3:52], predict the reaction product. The product is: [F:26][C:23]([F:24])([F:25])[C:21]1[CH:20]=[C:11]([CH:10]=[C:9]([C:8]([F:7])([F:27])[F:28])[CH:22]=1)[CH2:12][N:13]([CH2:30][C:31]1[CH:36]=[C:35]([C:37]([F:38])([F:39])[F:40])[CH:34]=[CH:33][C:32]=1[C:41]1[CH:46]=[C:45]([CH:47]([CH3:49])[CH3:48])[C:44]([F:50])=[CH:43][C:42]=1[O:51][CH3:52])[C:14]1[CH:18]=[C:17]([CH3:19])[O:16][N:15]=1.